From a dataset of Forward reaction prediction with 1.9M reactions from USPTO patents (1976-2016). Predict the product of the given reaction. (1) The product is: [ClH:1].[OH:23][CH:25]([CH2:26][CH3:27])[CH2:24][NH:2][CH2:3][C:4]1[CH:5]=[CH:6][C:7]([S:10]([NH2:13])(=[O:11])=[O:12])=[CH:8][CH:9]=1. Given the reactants [ClH:1].[NH2:2][CH2:3][C:4]1[CH:9]=[CH:8][C:7]([S:10]([NH2:13])(=[O:12])=[O:11])=[CH:6][CH:5]=1.C(N(C(C)C)C(C)C)C.[O:23]1[CH:25]([CH2:26][CH3:27])[CH2:24]1.[OH-].[Na+].C(=O)(OC(C)(C)C)OC(C)(C)C, predict the reaction product. (2) Given the reactants [OH:1][C:2]1[CH:28]=[CH:27][C:5]2[N:6]=[C:7]([N:9]3[CH2:14][CH2:13][CH:12]([O:15][CH2:16][C@@H:17]([NH:19][C:20](=[O:26])[O:21][C:22]([CH3:25])([CH3:24])[CH3:23])[CH3:18])[CH2:11][CH2:10]3)[O:8][C:4]=2[CH:3]=1.C(=O)([O-])[O-].[K+].[K+].Br[CH2:36][CH:37]1[CH2:39][CH2:38]1, predict the reaction product. The product is: [CH:37]1([CH2:36][O:1][C:2]2[CH:28]=[CH:27][C:5]3[N:6]=[C:7]([N:9]4[CH2:10][CH2:11][CH:12]([O:15][CH2:16][C@@H:17]([NH:19][C:20](=[O:26])[O:21][C:22]([CH3:24])([CH3:23])[CH3:25])[CH3:18])[CH2:13][CH2:14]4)[O:8][C:4]=3[CH:3]=2)[CH2:39][CH2:38]1. (3) The product is: [CH2:25]([O:27][C:28](=[CH:20][C:19]1[CH:18]=[N:17][C:16]([O:15][CH2:14][CH2:13][C:3]2[N:4]=[C:5]([C:7]3[CH:12]=[CH:11][CH:10]=[CH:9][CH:8]=3)[O:6][C:2]=2[CH3:1])=[CH:23][CH:22]=1)[C:29]([O:31][CH2:32][CH3:33])=[O:30])[CH3:26]. Given the reactants [CH3:1][C:2]1[O:6][C:5]([C:7]2[CH:12]=[CH:11][CH:10]=[CH:9][CH:8]=2)=[N:4][C:3]=1[CH2:13][CH2:14][O:15][C:16]1[CH:23]=[CH:22][C:19]([CH:20]=O)=[CH:18][N:17]=1.[Cl-].[CH2:25]([O:27][CH:28]([P+](C1C=CC=CC=1)(C1C=CC=CC=1)C1C=CC=CC=1)[C:29]([O:31][CH2:32][CH3:33])=[O:30])[CH3:26], predict the reaction product. (4) Given the reactants [CH2:1]([CH:4]1[CH2:9][CH2:8][C:7](=O)[CH2:6][CH2:5]1)[CH2:2][CH3:3].[N:11]1(C(OCC2C=CC=CC=2)=O)[CH2:16][CH2:15][NH:14][CH2:13][CH2:12]1, predict the reaction product. The product is: [CH2:1]([CH:4]1[CH2:9][CH2:8][CH:7]([N:11]2[CH2:16][CH2:15][NH:14][CH2:13][CH2:12]2)[CH2:6][CH2:5]1)[CH2:2][CH3:3]. (5) Given the reactants [CH3:1][Mg]Br.[Cl:4][C:5]1[N:10]=[CH:9][C:8]([CH2:11][N:12]2[C:16]([CH3:17])=[C:15]([C:18]3[CH:23]=[CH:22][C:21]([C:24]#[N:25])=[CH:20][CH:19]=3)[C:14]([C:26]#[N:27])=[C:13]2[CH3:28])=[CH:7][C:6]=1[CH:29]=[O:30].[Cl-].[Na+], predict the reaction product. The product is: [Cl:4][C:5]1[N:10]=[CH:9][C:8]([CH2:11][N:12]2[C:16]([CH3:17])=[C:15]([C:18]3[CH:23]=[CH:22][C:21]([C:24]#[N:25])=[CH:20][CH:19]=3)[C:14]([C:26]#[N:27])=[C:13]2[CH3:28])=[CH:7][C:6]=1[CH:29]([OH:30])[CH3:1]. (6) Given the reactants [C:1](Cl)(=[O:3])[CH3:2].[N:5]1([CH2:10][CH2:11][CH2:12][O:13][C:14]2[CH:19]=[CH:18][C:17]([C:20]3([CH2:26][NH:27][CH2:28][CH3:29])[CH2:25][CH2:24][O:23][CH2:22][CH2:21]3)=[CH:16][CH:15]=2)[CH2:9][CH2:8][CH2:7][CH2:6]1.C(N(CC)CC)C, predict the reaction product. The product is: [CH2:28]([N:27]([CH2:26][C:20]1([C:17]2[CH:16]=[CH:15][C:14]([O:13][CH2:12][CH2:11][CH2:10][N:5]3[CH2:9][CH2:8][CH2:7][CH2:6]3)=[CH:19][CH:18]=2)[CH2:25][CH2:24][O:23][CH2:22][CH2:21]1)[C:1](=[O:3])[CH3:2])[CH3:29]. (7) Given the reactants [C:1]([O:5][C:6]([NH:8][C:9]1[C:18]([N+:19]([O-:21])=[O:20])=[CH:17][CH:16]=[CH:15][C:10]=1[C:11]([O:13][CH3:14])=[O:12])=[O:7])([CH3:4])([CH3:3])[CH3:2].Br[CH2:23][C:24]1[CH:29]=[CH:28][CH:27]=[CH:26][C:25]=1[C:30]1[CH:37]=[CH:36][C:33]([C:34]#N)=[CH:32][CH:31]=1.C(=O)([O-])[O-].[K+].[K+].C(#[N:46])C, predict the reaction product. The product is: [C:1]([O:5][C:6]([N:8]([C:9]1[C:18]([N+:19]([O-:21])=[O:20])=[CH:17][CH:16]=[CH:15][C:10]=1[C:11]([O:13][CH3:14])=[O:12])[CH2:34][C:33]1[CH:36]=[CH:37][C:30]([C:25]2[CH:26]=[CH:27][CH:28]=[CH:29][C:24]=2[C:23]#[N:46])=[CH:31][CH:32]=1)=[O:7])([CH3:4])([CH3:2])[CH3:3]. (8) Given the reactants [I:1][C:2]1[C:10]2[C:5](=[CH:6][C:7]([C@H:11]3[C@@:13]4([C:21]5[C:16](=[CH:17][CH:18]=[CH:19][CH:20]=5)[NH:15][C:14]4=[O:22])[CH2:12]3)=[CH:8][CH:9]=2)[NH:4][N:3]=1.[F:23]C1C=C2C(=CC=1)NC(=O)[C@]12C[C@H]1C1C=C2C(C=NN2)=CC=1, predict the reaction product. The product is: [F:23][C:19]1[CH:20]=[C:21]2[C:16](=[CH:17][CH:18]=1)[NH:15][C:14](=[O:22])[C@:13]12[CH2:12][C@H:11]1[C:7]1[CH:6]=[C:5]2[C:10]([C:2]([I:1])=[N:3][NH:4]2)=[CH:9][CH:8]=1. (9) Given the reactants [ClH:1].[NH2:2][C@@H:3]([C@@H:19]([C:24]1[CH:29]=[C:28]([F:30])[CH:27]=[C:26]([F:31])[CH:25]=1)[C:20]([F:23])([F:22])[F:21])[C:4](N1[C@@H](CC2C=CC=CC=2)COC1=O)=[O:5].[Li+].[BH4-].Cl, predict the reaction product. The product is: [ClH:1].[NH2:2][C@@H:3]([C@@H:19]([C:24]1[CH:25]=[C:26]([F:31])[CH:27]=[C:28]([F:30])[CH:29]=1)[C:20]([F:21])([F:22])[F:23])[CH2:4][OH:5].